From a dataset of Catalyst prediction with 721,799 reactions and 888 catalyst types from USPTO. Predict which catalyst facilitates the given reaction. Reactant: FC(F)(F)C(O)=O.[N:8]1([CH2:13][C:14]2[CH:19]=[CH:18][C:17]([C:20]3[CH:24]=[C:23]([CH2:25][CH2:26][CH2:27][CH3:28])[S:22][C:21]=3[S:29]([NH:32]C(C)(C)C)(=[O:31])=[O:30])=[CH:16][CH:15]=2)[CH:12]=[CH:11][N:10]=[CH:9]1.BrC1C=CC(CN2C=CN=C2)=CC=1. Product: [N:8]1([CH2:13][C:14]2[CH:19]=[CH:18][C:17]([C:20]3[CH:24]=[C:23]([CH2:25][CH2:26][CH2:27][CH3:28])[S:22][C:21]=3[S:29]([NH2:32])(=[O:31])=[O:30])=[CH:16][CH:15]=2)[CH:12]=[CH:11][N:10]=[CH:9]1. The catalyst class is: 520.